Dataset: Peptide-MHC class I binding affinity with 185,985 pairs from IEDB/IMGT. Task: Regression. Given a peptide amino acid sequence and an MHC pseudo amino acid sequence, predict their binding affinity value. This is MHC class I binding data. The peptide sequence is AFYWHFIFR. The MHC is HLA-B51:01 with pseudo-sequence HLA-B51:01. The binding affinity (normalized) is 0.0847.